Dataset: Catalyst prediction with 721,799 reactions and 888 catalyst types from USPTO. Task: Predict which catalyst facilitates the given reaction. (1) Reactant: [CH2:1]([C:5]1[O:6][C:7]2[CH:13]=[C:12]([C:14]([O:16][CH3:17])=[O:15])[CH:11]=[CH:10][C:8]=2[CH:9]=1)[CH2:2][C:3]#[CH:4]. The catalyst class is: 2. Product: [CH3:17][O:16][C:14]([C:12]1[CH:11]=[CH:10][C:8]2[CH:9]=[C:5]([CH2:1][CH2:2][C:3]3[O:6][C:7]4[CH:13]=[C:12]([C:14]([O:16][CH3:17])=[O:15])[CH:11]=[CH:10][C:8]=4[CH:4]=3)[O:6][C:7]=2[CH:13]=1)=[O:15]. (2) Reactant: [Br:1][C:2]1[C:3]([O:27]C)=[N:4][CH:5]=[C:6]([CH2:18][O:19][CH2:20][C:21]2[CH:26]=[CH:25][N:24]=[CH:23][CH:22]=2)[C:7]=1[O:8][C:9]1[CH:10]=[C:11]([CH:14]=[C:15]([Cl:17])[CH:16]=1)[C:12]#[N:13].[I-].[Na+].C[Si](Cl)(C)C. Product: [Br:1][C:2]1[C:3](=[O:27])[NH:4][CH:5]=[C:6]([CH2:18][O:19][CH2:20][C:21]2[CH:22]=[CH:23][N:24]=[CH:25][CH:26]=2)[C:7]=1[O:8][C:9]1[CH:10]=[C:11]([CH:14]=[C:15]([Cl:17])[CH:16]=1)[C:12]#[N:13]. The catalyst class is: 23. (3) Reactant: [CH3:1][C:2]1[CH:3]=[C:4]([NH:16][C:17]2[C:26]3[C:21](=[CH:22][CH:23]=[CH:24][C:25]=3[O:27][CH2:28][C:29]([O:31]C)=[O:30])[N:20]=[CH:19][N:18]=2)[CH:5]=[CH:6][C:7]=1[O:8][C:9]1[CH:10]=[N:11][C:12]([CH3:15])=[CH:13][CH:14]=1.[OH-].[Na+]. Product: [CH3:1][C:2]1[CH:3]=[C:4]([NH:16][C:17]2[C:26]3[C:21](=[CH:22][CH:23]=[CH:24][C:25]=3[O:27][CH2:28][C:29]([OH:31])=[O:30])[N:20]=[CH:19][N:18]=2)[CH:5]=[CH:6][C:7]=1[O:8][C:9]1[CH:10]=[N:11][C:12]([CH3:15])=[CH:13][CH:14]=1. The catalyst class is: 353. (4) Reactant: [C:1](Cl)(Cl)=[S:2].[CH3:5][C:6]1([CH3:38])[CH2:9][C:8]([C:16]2[CH:25]=[C:24]([O:26][CH2:27][C:28]3[CH:37]=[CH:36][C:35]4[C:30](=[CH:31][CH:32]=[CH:33][CH:34]=4)[N:29]=3)[CH:23]=[CH:22][C:17]=2[C:18]([NH:20][NH2:21])=[O:19])([C:10]2[CH:15]=[CH:14][CH:13]=[CH:12][CH:11]=2)[CH2:7]1.C(=O)(O)[O-].[Na+]. Product: [CH3:5][C:6]1([CH3:38])[CH2:9][C:8]([C:16]2[CH:25]=[C:24]([O:26][CH2:27][C:28]3[CH:37]=[CH:36][C:35]4[C:30](=[CH:31][CH:32]=[CH:33][CH:34]=4)[N:29]=3)[CH:23]=[CH:22][C:17]=2[C:18]2[O:19][C:1](=[S:2])[NH:21][N:20]=2)([C:10]2[CH:11]=[CH:12][CH:13]=[CH:14][CH:15]=2)[CH2:7]1. The catalyst class is: 1. (5) Reactant: [C:1]([CH:3]([NH:16][C:17](=[O:23])[O:18][C:19]([CH3:22])([CH3:21])[CH3:20])[C:4]1[CH:9]=[CH:8][C:7]([O:10][C:11]([F:14])([F:13])[F:12])=[C:6]([F:15])[CH:5]=1)#[N:2].C(=O)([O-])[O-:25].[K+].[K+].CS(C)=O.OO. Product: [NH2:2][C:1](=[O:25])[CH:3]([NH:16][C:17](=[O:23])[O:18][C:19]([CH3:20])([CH3:22])[CH3:21])[C:4]1[CH:9]=[CH:8][C:7]([O:10][C:11]([F:14])([F:13])[F:12])=[C:6]([F:15])[CH:5]=1. The catalyst class is: 6. (6) Reactant: [CH:1]12[CH2:7][CH:4]([CH:5]=[CH:6]1)[CH2:3][CH:2]2[C:8]([OH:11])([CH3:10])[CH3:9].C([Li])CCC.Cl[CH2:18][C:19]([OH:21])=[O:20].O. Product: [CH:1]12[CH2:7][CH:4]([CH:5]=[CH:6]1)[CH2:3][CH:2]2[C:8]([O:11][CH2:18][C:19]([OH:21])=[O:20])([CH3:9])[CH3:10]. The catalyst class is: 11. (7) Product: [CH3:1][N:2]1[C@@H:12]2[CH2:13][C:14]3[CH:19]=[CH:18][C:17]([O:20][CH3:21])=[C:16]4[O:22][C@H:6]5[C@@H:7]([OH:8])[CH2:9][CH2:10][C@:11]2([OH:23])[C@:5]5([C:15]=34)[CH2:4][CH2:3]1. Reactant: [CH3:1][N:2]1[C@@H:12]2[CH2:13][C:14]3[CH:19]=[CH:18][C:17]([O:20][CH3:21])=[C:16]4[O:22][CH:6]5[C:7]([CH:9]=[CH:10][C@:11]2([OH:23])[C@:5]5([C:15]=34)[CH2:4][CH2:3]1)=[O:8].C(O)(=O)C. The catalyst class is: 386.